From a dataset of Catalyst prediction with 721,799 reactions and 888 catalyst types from USPTO. Predict which catalyst facilitates the given reaction. (1) Reactant: [H-].[Na+].[CH3:3][C:4]1([CH3:32])[O:8][C@H:7]2[C@H:9]([N:14]3[CH:22]=[N:21][C:20]4[C:15]3=[N:16][CH:17]=[N:18][C:19]=4[NH:23][CH2:24][CH2:25][C:26]3[CH:31]=[CH:30][CH:29]=[CH:28][CH:27]=3)[O:10][C@H:11]([CH2:12]O)[C@H:6]2[O:5]1.[O:33]=[C:34]1[CH:38]([NH:39][C:40](=[O:46])[O:41][C:42]([CH3:45])([CH3:44])[CH3:43])[CH2:37][CH2:36][S:35]1.[CH3:47][O-:48].[Na+]. Product: [C:42]([O:41][C:40]([NH:39][CH:38]([CH2:37][CH2:36][S:35][CH2:12][C@@H:11]1[C@@H:6]2[C@@H:7]([O:8][C:4]([CH3:32])([CH3:3])[O:5]2)[C@H:9]([N:14]2[CH:22]=[N:21][C:20]3[C:15]2=[N:16][CH:17]=[N:18][C:19]=3[NH:23][CH2:24][CH2:25][C:26]2[CH:31]=[CH:30][CH:29]=[CH:28][CH:27]=2)[O:10]1)[C:34]([O:48][CH3:47])=[O:33])=[O:46])([CH3:45])([CH3:44])[CH3:43]. The catalyst class is: 49. (2) Reactant: [Br:1][C:2]1[CH:3]=[N:4][C:5]([N:8]([CH3:23])[C@H:9]2[CH2:14][CH2:13][C@H:12]([C:15]#[C:16][CH2:17]OS(C)(=O)=O)[CH2:11][CH2:10]2)=[N:6][CH:7]=1.[CH3:24][NH:25][CH3:26]. Product: [Br:1][C:2]1[CH:3]=[N:4][C:5]([N:8]([C@H:9]2[CH2:14][CH2:13][C@H:12]([C:15]#[C:16][CH2:17][N:25]([CH3:26])[CH3:24])[CH2:11][CH2:10]2)[CH3:23])=[N:6][CH:7]=1. The catalyst class is: 5.